Predict which catalyst facilitates the given reaction. From a dataset of Catalyst prediction with 721,799 reactions and 888 catalyst types from USPTO. Reactant: I[C:2]1[CH:3]=[C:4]([N:8]2[N:12]=[N:11][C:10]([CH:13]([N:15]([CH3:28])[C:16]3[N:20]([CH3:21])[C:19]([C:22]4[CH:27]=[CH:26][N:25]=[CH:24][CH:23]=4)=[N:18][N:17]=3)[CH3:14])=[N:9]2)[CH:5]=[CH:6][CH:7]=1.[CH3:29][N:30](C=O)C. Product: [CH3:28][N:15]([C:16]1[N:20]([CH3:21])[C:19]([C:22]2[CH:23]=[CH:24][N:25]=[CH:26][CH:27]=2)=[N:18][N:17]=1)[CH:13]([C:10]1[N:11]=[N:12][N:8]([C:4]2[CH:3]=[C:2]([CH:7]=[CH:6][CH:5]=2)[C:29]#[N:30])[N:9]=1)[CH3:14]. The catalyst class is: 507.